Dataset: Peptide-MHC class I binding affinity with 185,985 pairs from IEDB/IMGT. Task: Regression. Given a peptide amino acid sequence and an MHC pseudo amino acid sequence, predict their binding affinity value. This is MHC class I binding data. (1) The peptide sequence is RTCKLLGI. The MHC is Mamu-A01 with pseudo-sequence Mamu-A01. The binding affinity (normalized) is 0.0808. (2) The peptide sequence is VIYRGTTFA. The MHC is HLA-A03:01 with pseudo-sequence HLA-A03:01. The binding affinity (normalized) is 0.229. (3) The peptide sequence is QLEVRSTEV. The MHC is HLA-B57:01 with pseudo-sequence HLA-B57:01. The binding affinity (normalized) is 0.0847.